This data is from Full USPTO retrosynthesis dataset with 1.9M reactions from patents (1976-2016). The task is: Predict the reactants needed to synthesize the given product. (1) Given the product [CH2:1]([C:3]1[C:4]([CH3:26])=[C:5]2[C:9]([C:8](=[O:25])[O:7][CH2:6]2)=[C:10]([OH:18])[C:11]=1[CH2:12][CH:13]=[C:14]([CH3:17])[CH2:15][O:16][CH2:28][P:29](=[O:30])([OH:38])[OH:34])[CH3:2], predict the reactants needed to synthesize it. The reactants are: [CH2:1]([C:3]1[C:4]([CH3:26])=[C:5]2[C:9](=[C:10]([O:18]CC[Si](C)(C)C)[C:11]=1[CH2:12][CH:13]=[C:14]([CH3:17])[CH2:15][OH:16])[C:8](=[O:25])[O:7][CH2:6]2)[CH3:2].Br[CH2:28][P:29](=[O:38])([O:34]C(C)C)[O:30]C(C)C. (2) Given the product [Br:1][C:2]1[CH:10]=[C:9]2[C:5]([C:6]([C:11]([O:13][CH3:14])=[O:12])=[CH:7][NH:8]2)=[CH:4][C:3]=1[C:24]1[CH:25]=[CH:26][C:27]([C:30]2[CH:35]=[CH:34][CH:33]=[CH:32][C:31]=2[OH:36])=[CH:28][CH:29]=1, predict the reactants needed to synthesize it. The reactants are: [Br:1][C:2]1[CH:10]=[C:9]2[C:5]([C:6]([C:11]([O:13][CH3:14])=[O:12])=[CH:7][NH:8]2)=[CH:4][C:3]=1I.CC1(C)C(C)(C)OB([C:24]2[CH:29]=[CH:28][C:27]([C:30]3[C:31]([OH:36])=[CH:32][CH:33]=[CH:34][CH:35]=3)=[CH:26][CH:25]=2)O1.C(=O)([O-])[O-].[K+].[K+]. (3) Given the product [C:1]([O:5][C:6]([N:8]1[CH2:17][CH2:16][C:15]2[C:10](=[C:11]([CH3:42])[C:12]([O:20][CH3:21])=[C:13]([O:18][CH3:19])[CH:14]=2)[CH:9]1[CH2:22][C:23]1[CH:28]=[CH:27][C:26]([C:31]2[S:39][C:38]3[CH:37]=[CH:36][CH:35]=[CH:34][C:33]=3[CH:32]=2)=[CH:25][CH:24]=1)=[O:7])([CH3:4])([CH3:3])[CH3:2], predict the reactants needed to synthesize it. The reactants are: [C:1]([O:5][C:6]([N:8]1[CH2:17][CH2:16][C:15]2[C:10](=[CH:11][C:12]([O:20][CH3:21])=[C:13]([O:18][CH3:19])[CH:14]=2)[CH:9]1[CH2:22][C:23]1[CH:28]=[CH:27][C:26](Br)=[CH:25][CH:24]=1)=[O:7])([CH3:4])([CH3:3])[CH3:2].B(O)(O)[C:31]1[S:39][C:38]2[C:33](=[CH:34][CH:35]=[CH:36][CH:37]=2)[CH:32]=1.[C:42](=O)(O)[O-].[Na+]. (4) Given the product [F:14][C:5]1[C:6]([N:8]([CH3:13])[S:9]([CH3:12])(=[O:11])=[O:10])=[N:7][C:2]([NH:29][C@H:30]([C:32]2[N:37]=[CH:36][C:35]([F:38])=[CH:34][N:33]=2)[CH3:31])=[N:3][C:4]=1[NH:15][C:16]1[CH:20]=[C:19]([CH3:21])[NH:18][N:17]=1, predict the reactants needed to synthesize it. The reactants are: Cl[C:2]1[N:7]=[C:6]([N:8]([CH3:13])[S:9]([CH3:12])(=[O:11])=[O:10])[C:5]([F:14])=[C:4]([NH:15][C:16]2[CH:20]=[C:19]([CH3:21])[NH:18][N:17]=2)[N:3]=1.ClC1C(NC2C=C(OC)NN=2)=NC([NH:29][C@H:30]([C:32]2[N:37]=[CH:36][C:35]([F:38])=[CH:34][N:33]=2)[CH3:31])=NC=1.CCN(C(C)C)C(C)C. (5) Given the product [O:1]1[C:10]2[C:5](=[CH:6][C:7]([C:11]3[C:16]([CH:17]4[CH2:18][CH2:19]4)=[CH:15][C:14]([CH2:20][CH3:21])=[C:13]([CH3:22])[C:12]=3[CH:23]([O:28][CH:29]3[CH2:30][CH2:31]3)[C:24]([OH:26])=[O:25])=[CH:8][CH:9]=2)[CH2:4][CH2:3][CH2:2]1, predict the reactants needed to synthesize it. The reactants are: [O:1]1[C:10]2[C:5](=[CH:6][C:7]([C:11]3[C:16]([CH:17]4[CH2:19][CH2:18]4)=[CH:15][C:14]([CH2:20][CH3:21])=[C:13]([CH3:22])[C:12]=3[CH:23]([O:28][CH:29]3[CH2:31][CH2:30]3)[C:24]([O:26]C)=[O:25])=[CH:8][CH:9]=2)[CH2:4][CH2:3][CH2:2]1.[OH-].[Na+].